Predict the reactants needed to synthesize the given product. From a dataset of Full USPTO retrosynthesis dataset with 1.9M reactions from patents (1976-2016). (1) Given the product [Br:1][C:2]1[CH:3]=[N:4][C:5]2[N:6]([C:10]([CH2:14][CH2:15][CH2:16][O:17][CH3:18])=[C:11]([CH3:12])[N:8]=2)[CH:7]=1, predict the reactants needed to synthesize it. The reactants are: [Br:1][C:2]1[CH:3]=[N:4][C:5]([NH2:8])=[N:6][CH:7]=1.Cl[CH:10]([CH2:14][CH2:15][CH2:16][O:17][CH3:18])[C:11](=O)[CH3:12]. (2) Given the product [CH3:16][N:12]1[C:13](=[O:15])[C:14]2[C:6]([S:5][CH2:4][CH2:3][CH2:2][NH:1][C:35]([N:34]([CH3:38])[CH3:33])=[O:36])=[C:7]([CH2:22][C:23]3[C:32]4[C:27](=[CH:28][CH:29]=[CH:30][CH:31]=4)[CH:26]=[CH:25][CH:24]=3)[S:8][C:9]=2[N:10]([CH2:18][CH:19]([CH3:20])[CH3:21])[C:11]1=[O:17], predict the reactants needed to synthesize it. The reactants are: [NH2:1][CH2:2][CH2:3][CH2:4][S:5][C:6]1[C:14]2[C:13](=[O:15])[N:12]([CH3:16])[C:11](=[O:17])[N:10]([CH2:18][CH:19]([CH3:21])[CH3:20])[C:9]=2[S:8][C:7]=1[CH2:22][C:23]1[C:32]2[C:27](=[CH:28][CH:29]=[CH:30][CH:31]=2)[CH:26]=[CH:25][CH:24]=1.[CH3:33][N:34]([CH3:38])[C:35](Cl)=[O:36]. (3) Given the product [CH3:1][N:2]1[CH2:3][CH2:4][N:5]([C:8]2[CH:18]=[CH:17][C:11]([C:12]([OH:14])=[O:13])=[CH:10][CH:9]=2)[CH2:6][CH2:7]1, predict the reactants needed to synthesize it. The reactants are: [CH3:1][N:2]1[CH2:7][CH2:6][N:5]([C:8]2[CH:18]=[CH:17][C:11]([C:12]([O:14]CC)=[O:13])=[CH:10][CH:9]=2)[CH2:4][CH2:3]1.[OH-].[Na+].Cl. (4) Given the product [F:13][C:10]([F:11])([F:12])[C:9]1[CH:8]=[CH:7][N:6]=[CH:5][C:4]=1[C:3]1[N:14]=[C:26]([C:17]2[C:18]3[C:23](=[CH:22][CH:21]=[CH:20][CH:19]=3)[CH:24]=[CH:25][C:16]=2[OH:15])[NH:1][N:2]=1, predict the reactants needed to synthesize it. The reactants are: [NH2:1][NH:2][C:3](=[NH:14])[C:4]1[C:9]([C:10]([F:13])([F:12])[F:11])=[CH:8][CH:7]=[N:6][CH:5]=1.[OH:15][C:16]1[CH:25]=[CH:24][C:23]2[C:18](=[CH:19][CH:20]=[CH:21][CH:22]=2)[C:17]=1[CH:26]=O. (5) Given the product [C:9]1([S+:15]([C:23]2[CH:28]=[CH:27][CH:26]=[CH:25][CH:24]=2)[C:16]2[CH:21]=[CH:20][C:19]([OH:22])=[CH:18][CH:17]=2)[CH:14]=[CH:13][CH:12]=[CH:11][CH:10]=1.[F:46][C:31]([F:30])([S:42]([OH:45])(=[O:44])=[O:43])[CH2:32][O:33][C:34](=[O:41])[C:35]1[CH:40]=[CH:39][CH:38]=[CH:37][CH:36]=1, predict the reactants needed to synthesize it. The reactants are: FC(F)(F)S([O-])(=O)=O.[C:9]1([S+:15]([C:23]2[CH:28]=[CH:27][CH:26]=[CH:25][CH:24]=2)[C:16]2[CH:21]=[CH:20][C:19]([OH:22])=[CH:18][CH:17]=2)[CH:14]=[CH:13][CH:12]=[CH:11][CH:10]=1.[Na].[F:30][C:31]([F:46])([S:42]([OH:45])(=[O:44])=[O:43])[CH2:32][O:33][C:34](=[O:41])[C:35]1[CH:40]=[CH:39][CH:38]=[CH:37][CH:36]=1. (6) Given the product [CH3:8][CH:7]([CH3:9])[CH2:6][CH:5]([C:10]1[CH:11]=[C:12]([C:35]2[CH:40]=[CH:39][C:38]([C:41]([F:44])([F:42])[F:43])=[CH:37][CH:36]=2)[CH:13]=[C:14]([CH:16]2[CH2:21][CH2:20][CH2:19][N:18]([S:22]([C:25]3[CH:30]=[CH:29][CH:28]=[CH:27][C:26]=3[C:31]([F:33])([F:32])[F:34])(=[O:24])=[O:23])[CH2:17]2)[CH:15]=1)[C:4]([OH:45])=[O:3], predict the reactants needed to synthesize it. The reactants are: C([O:3][C:4](=[O:45])[CH:5]([C:10]1[CH:11]=[C:12]([C:35]2[CH:40]=[CH:39][C:38]([C:41]([F:44])([F:43])[F:42])=[CH:37][CH:36]=2)[CH:13]=[C:14]([CH:16]2[CH2:21][CH2:20][CH2:19][N:18]([S:22]([C:25]3[CH:30]=[CH:29][CH:28]=[CH:27][C:26]=3[C:31]([F:34])([F:33])[F:32])(=[O:24])=[O:23])[CH2:17]2)[CH:15]=1)[CH2:6][CH:7]([CH3:9])[CH3:8])C.[OH-].[K+].